From a dataset of Forward reaction prediction with 1.9M reactions from USPTO patents (1976-2016). Predict the product of the given reaction. (1) Given the reactants [F:1][C:2]([F:33])([F:32])[O:3][C:4]1[CH:5]=[C:6]([C:10]2[NH:11][C:12]([C:15]3[CH:16]=[C:17]([NH:21][C:22]4[CH:30]=[C:29]5[C:25]([CH2:26][C:27](=[O:31])[NH:28]5)=[CH:24][CH:23]=4)[CH:18]=[CH:19][CH:20]=3)=[N:13][N:14]=2)[CH:7]=[CH:8][CH:9]=1.[NH:34]1[CH:38]=[CH:37][CH:36]=[C:35]1[CH:39]=O.N1CCCCC1, predict the reaction product. The product is: [NH:34]1[CH:38]=[CH:37][CH:36]=[C:35]1[CH:39]=[C:26]1[C:25]2[C:29](=[CH:30][C:22]([NH:21][C:17]3[CH:18]=[CH:19][CH:20]=[C:15]([C:12]4[NH:11][C:10]([C:6]5[CH:7]=[CH:8][CH:9]=[C:4]([O:3][C:2]([F:32])([F:1])[F:33])[CH:5]=5)=[N:14][N:13]=4)[CH:16]=3)=[CH:23][CH:24]=2)[NH:28][C:27]1=[O:31]. (2) The product is: [Br:1][C:2]1[C:3]([C:24]([NH:27][C:28]2[CH:33]=[CH:32][CH:31]=[CH:30][CH:29]=2)=[O:26])=[CH:4][C:5]2[N:6]([C:8]([CH2:15][CH:16]3[CH2:17][CH2:18][C:19]([F:23])([F:22])[CH2:20][CH2:21]3)=[C:9]([C:11]([F:12])([F:13])[F:14])[N:10]=2)[CH:7]=1. Given the reactants [Br:1][C:2]1[C:3]([C:24]([OH:26])=O)=[CH:4][C:5]2[N:6]([C:8]([CH2:15][CH:16]3[CH2:21][CH2:20][C:19]([F:23])([F:22])[CH2:18][CH2:17]3)=[C:9]([C:11]([F:14])([F:13])[F:12])[N:10]=2)[CH:7]=1.[NH2:27][C:28]1[CH:33]=[CH:32][CH:31]=[CH:30][CH:29]=1, predict the reaction product. (3) Given the reactants C(=O)([O-])[O-].[K+].[K+].[NH2:7][C:8]([CH3:13])([CH2:11][F:12])[C:9]#[N:10].Cl[C:15]([O:17][CH2:18][C:19]1[CH:24]=[CH:23][CH:22]=[CH:21][CH:20]=1)=[O:16], predict the reaction product. The product is: [C:9]([C:8]([NH:7][C:15](=[O:16])[O:17][CH2:18][C:19]1[CH:24]=[CH:23][CH:22]=[CH:21][CH:20]=1)([CH3:13])[CH2:11][F:12])#[N:10]. (4) Given the reactants [CH3:1][O:2][C:3](=[O:22])[CH2:4][O:5][C:6]1[CH:11]=[CH:10][C:9]([CH2:12][NH:13]C(OC(C)(C)C)=O)=[C:8]([F:21])[CH:7]=1, predict the reaction product. The product is: [NH2:13][CH2:12][C:9]1[CH:10]=[CH:11][C:6]([O:5][CH2:4][C:3]([O:2][CH3:1])=[O:22])=[CH:7][C:8]=1[F:21]. (5) Given the reactants [F:1][C:2]1[CH:31]=[CH:30][C:5]([CH2:6][N:7]2[C:11]3[CH:12]=[N:13][C:14]4[C:15](=[O:29])[N:16]([O:20][CH2:21][O:22][CH2:23][CH2:24][Si:25]([CH3:28])([CH3:27])[CH3:26])[CH2:17][CH2:18][C:19]=4[C:10]=3[CH:9]=[CH:8]2)=[CH:4][CH:3]=1.[Br:32]N1C(=O)CCC1=O, predict the reaction product. The product is: [F:1][C:2]1[CH:3]=[CH:4][C:5]([CH2:6][N:7]2[C:11]3[CH:12]=[N:13][C:14]4[C:15](=[O:29])[N:16]([O:20][CH2:21][O:22][CH2:23][CH2:24][Si:25]([CH3:27])([CH3:26])[CH3:28])[CH2:17][CH2:18][C:19]=4[C:10]=3[C:9]([Br:32])=[CH:8]2)=[CH:30][CH:31]=1.